From a dataset of Full USPTO retrosynthesis dataset with 1.9M reactions from patents (1976-2016). Predict the reactants needed to synthesize the given product. (1) The reactants are: [C:1]([C:5]1[CH:6]=[C:7]([N+:17]([O-:19])=[O:18])[C:8]([O:15][CH3:16])=[C:9]([S:11](Cl)(=[O:13])=[O:12])[CH:10]=1)([CH3:4])([CH3:3])[CH3:2].[NH4+:20].[OH-]. Given the product [C:1]([C:5]1[CH:6]=[C:7]([N+:17]([O-:19])=[O:18])[C:8]([O:15][CH3:16])=[C:9]([S:11]([NH2:20])(=[O:13])=[O:12])[CH:10]=1)([CH3:4])([CH3:3])[CH3:2], predict the reactants needed to synthesize it. (2) Given the product [C:15]([C:8]1[CH:9]=[C:4]([CH:3]=[O:13])[C:5]([O:11][CH3:12])=[N:6][CH:7]=1)#[N:16], predict the reactants needed to synthesize it. The reactants are: CO[CH:3]([O:13]C)[C:4]1[C:5]([O:11][CH3:12])=[N:6][CH:7]=[C:8](Br)[CH:9]=1.[C-:15]#[N:16].[Na+].N.Cl.C(=O)([O-])[O-].[Na+].[Na+].